From a dataset of Full USPTO retrosynthesis dataset with 1.9M reactions from patents (1976-2016). Predict the reactants needed to synthesize the given product. (1) The reactants are: [CH2:1]([N:7]([CH2:14][C:15]#[N:16])[CH2:8][CH2:9][CH2:10][CH2:11][CH2:12][CH3:13])[CH2:2][CH2:3][CH2:4][CH2:5][CH3:6].[C:17]1([S:23]([O:26]C)(=[O:25])=[O:24])[CH:22]=[CH:21][CH:20]=[CH:19][CH:18]=1. Given the product [C:17]1([S:23]([O-:26])(=[O:25])=[O:24])[CH:22]=[CH:21][CH:20]=[CH:19][CH:18]=1.[C:15]([CH2:14][N+:7]([CH2:8][CH2:9][CH2:10][CH2:11][CH2:12][CH3:13])([CH2:1][CH2:2][CH2:3][CH2:4][CH2:5][CH3:6])[CH3:17])#[N:16], predict the reactants needed to synthesize it. (2) Given the product [C:57]([C:56]1[CH:55]=[CH:54][C:53]([CH2:52][N:49]2[CH2:48][CH2:47][CH:46]([NH:45][C:9]([C:8]3[CH:7]=[CH:6][C:5]([C:3]([O:2][CH3:1])=[O:4])=[CH:13][CH:12]=3)=[O:11])[CH2:51][CH2:50]2)=[CH:60][CH:59]=1)#[N:58], predict the reactants needed to synthesize it. The reactants are: [CH3:1][O:2][C:3]([C:5]1[CH:13]=[CH:12][C:8]([C:9]([OH:11])=O)=[CH:7][CH:6]=1)=[O:4].C(N(CC)CC)C.CN(C(ON1N=NC2C=CC=NC1=2)=[N+](C)C)C.F[P-](F)(F)(F)(F)F.[NH2:45][CH:46]1[CH2:51][CH2:50][N:49]([CH2:52][C:53]2[CH:60]=[CH:59][C:56]([C:57]#[N:58])=[CH:55][CH:54]=2)[CH2:48][CH2:47]1.Cl.